This data is from Forward reaction prediction with 1.9M reactions from USPTO patents (1976-2016). The task is: Predict the product of the given reaction. (1) Given the reactants [Cl:1][C:2]1[N:7]=[N:6][C:5]([C:8]([O:10]CC)=[O:9])=[CH:4][CH:3]=1.[Li+].[OH-].Cl, predict the reaction product. The product is: [Cl:1][C:2]1[N:7]=[N:6][C:5]([C:8]([OH:10])=[O:9])=[CH:4][CH:3]=1. (2) Given the reactants [F:1][C:2]1[CH:20]=[CH:19][C:5]([CH2:6][N:7]2[C:15]3[C:10](=[N:11][CH:12]=[CH:13][CH:14]=3)[C:9]([C:16]([OH:18])=O)=[CH:8]2)=[CH:4][CH:3]=1.CN(C(ON1N=NC2C=CC=NC1=2)=[N+](C)C)C.F[P-](F)(F)(F)(F)F.[NH2:45][C@@H:46]1[CH2:52][CH2:51][CH2:50][CH2:49][CH2:48][C@H:47]1[OH:53].CCOC(C)=O, predict the reaction product. The product is: [F:1][C:2]1[CH:3]=[CH:4][C:5]([CH2:6][N:7]2[C:15]3[C:10](=[N:11][CH:12]=[CH:13][CH:14]=3)[C:9]([C:16]([NH:45][C@@H:46]3[CH2:52][CH2:51][CH2:50][CH2:49][CH2:48][C@H:47]3[OH:53])=[O:18])=[CH:8]2)=[CH:19][CH:20]=1. (3) The product is: [CH2:26]([CH:33]1[CH2:37][O:36][C:35](=[O:38])[N:34]1[C:6](=[O:8])[C:5]([CH2:1][CH2:2][CH2:3][CH3:4])=[CH2:9])[C:27]1[CH:28]=[CH:29][CH:30]=[CH:31][CH:32]=1. Given the reactants [CH2:1]([C:5](=[CH2:9])[C:6]([OH:8])=O)[CH2:2][CH2:3][CH3:4].CCN(C(C)C)C(C)C.C(Cl)(=O)C(C)(C)C.[CH2:26]([C@H:33]1[CH2:37][O:36][C:35](=[O:38])[NH:34]1)[C:27]1[CH:32]=[CH:31][CH:30]=[CH:29][CH:28]=1.C([Li])CCC, predict the reaction product. (4) Given the reactants [OH:1][C:2]1[CH:3]=[C:4]2[C:8](=[CH:9][CH:10]=1)[CH2:7][C@H:6]([NH:11][S:12]([CH:15]([CH3:17])[CH3:16])(=[O:14])=[O:13])[CH2:5]2.Br[C:19]1[CH:24]=[CH:23][C:22]([CH3:25])=[CH:21][N:20]=1.C([O-])([O-])=O.[Cs+].[Cs+].CN(C)CC(O)=O, predict the reaction product. The product is: [CH3:25][C:22]1[CH:23]=[CH:24][C:19]([O:1][C:2]2[CH:3]=[C:4]3[C:8](=[CH:9][CH:10]=2)[CH2:7][C@H:6]([NH:11][S:12]([CH:15]([CH3:17])[CH3:16])(=[O:14])=[O:13])[CH2:5]3)=[N:20][CH:21]=1. (5) Given the reactants [C:1]([NH:5][C:6]1[N:14]=[CH:13][C:12]([C:15]([F:18])([F:17])[F:16])=[CH:11][C:7]=1[C:8]([OH:10])=O)([CH3:4])([CH3:3])[CH3:2].CCN=C=NCCCN(C)C.C1C=CC2N(O)N=NC=2C=1.CCN(C(C)C)C(C)C.[CH3:49][C:50]([NH2:54])([C:52]#[CH:53])[CH3:51], predict the reaction product. The product is: [C:1]([NH:5][C:6]1[N:14]=[CH:13][C:12]([C:15]([F:18])([F:17])[F:16])=[CH:11][C:7]=1[C:8]([NH:54][C:50]([CH3:51])([C:52]#[CH:53])[CH3:49])=[O:10])([CH3:2])([CH3:3])[CH3:4].